Task: Predict the reactants needed to synthesize the given product.. Dataset: Full USPTO retrosynthesis dataset with 1.9M reactions from patents (1976-2016) (1) Given the product [C:17]([C:10]1[C:11](=[O:16])[C:12]([O:14][CH3:15])=[CH:13][N:8]([C:5]2[CH:6]=[CH:7][C:2]([I:1])=[CH:3][C:4]=2[O:23][CH3:24])[N:9]=1)(=[O:18])[CH3:26], predict the reactants needed to synthesize it. The reactants are: [I:1][C:2]1[CH:7]=[CH:6][C:5]([N:8]2[CH:13]=[C:12]([O:14][CH3:15])[C:11](=[O:16])[C:10]([C:17](N(OC)C)=[O:18])=[N:9]2)=[C:4]([O:23][CH3:24])[CH:3]=1.Cl.[CH2:26]1COCC1. (2) Given the product [CH3:1][O:2][C:3]1[CH:8]=[CH:7][C:6]([NH:9][S:18]([C:21]2[CH:22]=[CH:23][C:24]([C:25]([O:27][CH3:28])=[O:26])=[CH:29][CH:30]=2)(=[O:20])=[O:19])=[CH:5][CH:4]=1, predict the reactants needed to synthesize it. The reactants are: [CH3:1][O:2][C:3]1[CH:8]=[CH:7][C:6]([NH2:9])=[CH:5][CH:4]=1.C(N(CC)CC)C.Cl[S:18]([C:21]1[CH:30]=[CH:29][C:24]([C:25]([O:27][CH3:28])=[O:26])=[CH:23][CH:22]=1)(=[O:20])=[O:19]. (3) Given the product [C:41]([C:45]1[CH:46]=[CH:47][CH:48]([C:50]([CH:20]2[CH2:21][C:22]([CH3:24])([CH3:23])[C:11]3[CH:10]=[C:9]4[C:14](=[CH:13][C:12]=3[C:19]2([CH3:26])[CH3:25])[CH2:15][C:16]2[CH:17]=[C:18]3[C:2]([CH3:29])([CH3:1])[CH2:3][CH2:4][C:5]([CH3:28])([CH3:27])[C:6]3=[CH:7][C:8]4=2)([CH3:52])[CH3:51])[CH:49]=1)([CH3:44])([CH3:43])[CH3:42], predict the reactants needed to synthesize it. The reactants are: [CH3:1][C:2]1([CH3:29])[C:18]2[CH:17]=[C:16]3[C:8]([C:9]4[CH:10]=[C:11]5[C:22]([CH3:24])([CH3:23])[CH2:21][CH2:20][C:19]([CH3:26])([CH3:25])[C:12]5=[CH:13][C:14]=4[CH2:15]3)=[CH:7][C:6]=2[C:5]([CH3:28])([CH3:27])[CH2:4][CH2:3]1.CCCCCC.C([Li])CCC.[C:41]([C:45]1[CH:46]=[CH:47][C:48](=[C:50]([CH3:52])[CH3:51])[CH:49]=1)([CH3:44])([CH3:43])[CH3:42]. (4) Given the product [C:1]([O:5][C:6](=[O:38])[N:7]([C@H:8]([C:10](=[O:36])[NH:11][C@@H:12]1[C:18](=[O:19])[N:17]([CH2:20][C:21]2[C:30]3[C:25](=[CH:26][CH:27]=[CH:28][CH:29]=3)[CH:24]=[CH:23][C:22]=2[CH3:31])[C:16]2[CH:32]=[CH:33][CH:34]=[CH:35][C:15]=2[N:14]([C:48](=[O:49])[CH2:47][O:46][CH2:45][CH2:44][O:43][CH2:42][CH2:41][O:40][CH3:39])[CH2:13]1)[CH3:9])[CH3:37])([CH3:4])([CH3:2])[CH3:3], predict the reactants needed to synthesize it. The reactants are: [C:1]([O:5][C:6](=[O:38])[N:7]([CH3:37])[C@H:8]([C:10](=[O:36])[NH:11][C@@H:12]1[C:18](=[O:19])[N:17]([CH2:20][C:21]2[C:30]3[C:25](=[CH:26][CH:27]=[CH:28][CH:29]=3)[CH:24]=[CH:23][C:22]=2[CH3:31])[C:16]2[CH:32]=[CH:33][CH:34]=[CH:35][C:15]=2[NH:14][CH2:13]1)[CH3:9])([CH3:4])([CH3:3])[CH3:2].[CH3:39][O:40][CH2:41][CH2:42][O:43][CH2:44][CH2:45][O:46][CH2:47][C:48](O)=[O:49].O=P(Cl)(Cl)Cl. (5) Given the product [N+:7]([C:2]1[CH:5]=[CH:5][C:2]([NH2:7])=[CH:3][CH:3]=1)([O-:10])=[O:10], predict the reactants needed to synthesize it. The reactants are: C(O)[C:2]([NH2:7])([CH2:5]O)[CH2:3]O.Cl.[OH2:10]. (6) Given the product [S:1]1[C:5]2[CH:6]=[CH:7][C:8]([CH2:10][CH2:11][O:12][CH2:13][CH2:14][C:15]([N:25]3[CH2:26][CH:23]([OH:22])[CH2:24]3)=[O:17])=[CH:9][C:4]=2[CH:3]=[CH:2]1, predict the reactants needed to synthesize it. The reactants are: [S:1]1[C:5]2[CH:6]=[CH:7][C:8]([CH2:10][CH2:11][O:12][CH2:13][CH2:14][C:15]([OH:17])=O)=[CH:9][C:4]=2[CH:3]=[CH:2]1.S(Cl)(Cl)=O.[OH:22][CH:23]1[CH2:26][NH:25][CH2:24]1.[OH-].[Na+]. (7) Given the product [F:41][C:23]1[CH:24]=[CH:25][C:20]([CH2:19][N:10]2[C:9](=[O:39])[C:8]3=[CH:7][CH:6]=[C:5]([O:4][CH3:3])[C:16]4[C:17]3=[C:12]([CH:13]=[CH:14][N:15]=4)[C:11]2=[O:18])=[CH:21][CH:22]=1, predict the reactants needed to synthesize it. The reactants are: N#N.[CH3:3][O:4][C:5]1[C:16]2[C:17]3[C:8]([C:9](=[O:39])[N:10]([CH2:19][C:20]4[CH:25]=[CH:24][C:23]([Sn](CCCC)(CCCC)CCCC)=[CH:22][CH:21]=4)[C:11](=[O:18])[C:12]=3[CH:13]=[CH:14][N:15]=2)=[CH:7][CH:6]=1.[B-](F)(F)(F)[F:41].[B-](F)(F)(F)F.C1[N+]2(CCl)CC[N+](F)(CC2)C1. (8) Given the product [CH:1]1([NH:4][C:5]2[C:10]([C:11]([NH2:13])=[O:12])=[CH:9][N:8]=[C:7]([NH:14][C:15]3[CH:16]=[CH:17][C:18]([CH:21]4[CH2:26][CH2:25][N:24]([C:27](=[O:31])[CH2:32][O:33][CH3:34])[CH2:23][CH2:22]4)=[CH:19][CH:20]=3)[N:6]=2)[CH2:2][CH2:3]1, predict the reactants needed to synthesize it. The reactants are: [CH:1]1([NH:4][C:5]2[C:10]([C:11]([NH2:13])=[O:12])=[CH:9][N:8]=[C:7]([NH:14][C:15]3[CH:20]=[CH:19][C:18]([CH:21]4[CH2:26][CH2:25][N:24]([C:27](=[O:31])N(C)C)[CH2:23][CH2:22]4)=[CH:17][CH:16]=3)[N:6]=2)[CH2:3][CH2:2]1.[CH3:32][O:33][CH2:34]C(Cl)=O. (9) Given the product [O:20]=[C:19]1[C@@:15]2([CH2:27][CH2:28][CH2:29][N:13]([C:10]3[N:11]=[CH:12][C:7]([NH:6][C:2](=[O:3])[O:4][CH3:5])=[CH:8][CH:9]=3)[CH2:14]2)[CH2:16][CH2:17][N:18]1[CH:21]1[CH2:26][CH2:25][O:24][CH2:23][CH2:22]1, predict the reactants needed to synthesize it. The reactants are: Cl[C:2]([O:4][CH3:5])=[O:3].[NH2:6][C:7]1[CH:8]=[CH:9][C:10]([N:13]2[CH2:29][CH2:28][CH2:27][C@@:15]3([C:19](=[O:20])[N:18]([CH:21]4[CH2:26][CH2:25][O:24][CH2:23][CH2:22]4)[CH2:17][CH2:16]3)[CH2:14]2)=[N:11][CH:12]=1.C(N(CC)C(C)C)(C)C.C(Cl)Cl. (10) Given the product [C:35]([C:38]1[CH:43]=[CH:42][C:41]([CH2:2][C:3]([O:5][CH3:6])=[O:4])=[CH:40][CH:39]=1)(=[O:37])[CH3:36], predict the reactants needed to synthesize it. The reactants are: Br[CH2:2][C:3]([O:5][CH3:6])=[O:4].CC1C=CC=CC=1P(C1C=CC=CC=1C)C1C=CC=CC=1C.C([O-])([O-])=O.[K+].[K+].[C:35]([C:38]1[CH:43]=[CH:42][C:41](B(O)O)=[CH:40][CH:39]=1)(=[O:37])[CH3:36].